Task: Predict the reactants needed to synthesize the given product.. Dataset: Full USPTO retrosynthesis dataset with 1.9M reactions from patents (1976-2016) (1) The reactants are: [Cl:1][C:2]1[N:11]=[C:10](Cl)[C:9]([F:13])=[CH:8][C:3]=1[C:4]([O:6][CH3:7])=[O:5].[NH:14]1[CH2:18][CH2:17][CH2:16][CH2:15]1.C(OCC)(=O)C.O. Given the product [Cl:1][C:2]1[N:11]=[C:10]([N:14]2[CH2:18][CH2:17][CH2:16][CH2:15]2)[C:9]([F:13])=[CH:8][C:3]=1[C:4]([O:6][CH3:7])=[O:5], predict the reactants needed to synthesize it. (2) Given the product [Cl:1][C:2]1[CH:7]=[CH:6][C:5]([C:26]2[N:31]=[C:30]([C:32]([OH:34])=[O:33])[CH:29]=[C:28]([C:36]([F:39])([F:37])[F:38])[CH:27]=2)=[CH:4][C:3]=1[C:11]([NH:13][CH2:14][C:15]12[CH2:24][CH:19]3[CH2:20][CH:21]([CH2:23][CH:17]([CH2:18]3)[CH2:16]1)[CH2:22]2)=[O:12], predict the reactants needed to synthesize it. The reactants are: [Cl:1][C:2]1[CH:7]=[CH:6][C:5](B(O)O)=[CH:4][C:3]=1[C:11]([NH:13][CH2:14][C:15]12[CH2:24][CH:19]3[CH2:20][CH:21]([CH2:23][CH:17]([CH2:18]3)[CH2:16]1)[CH2:22]2)=[O:12].Cl[C:26]1[N:31]=[C:30]([C:32]([O:34]C)=[O:33])[CH:29]=[C:28]([C:36]([F:39])([F:38])[F:37])[CH:27]=1.C(=O)([O-])[O-].[K+].[K+]. (3) Given the product [CH2:13]([O:12][C:2]1[N:3]=[CH:4][C:5]([C:8]([O:10][CH2:11][CH3:17])=[O:9])=[N:6][CH:7]=1)[CH3:14], predict the reactants needed to synthesize it. The reactants are: Cl[C:2]1[N:3]=[CH:4][C:5]([C:8]([O:10][CH3:11])=[O:9])=[N:6][CH:7]=1.[O-:12][CH2:13][CH3:14].[Na+].O.[CH2:17](O)C. (4) Given the product [F:12][C:10]1[CH:9]=[C:8]([F:13])[CH:7]=[C:6]2[C:11]=1[C:2]([NH:35][C:34]1[CH:36]=[C:37]([N:40]3[CH2:45][CH2:44][O:43][CH2:42][CH2:41]3)[CH:38]=[CH:39][C:33]=1[C:30]1[CH:31]=[N:32][C:27]([O:26][CH3:25])=[CH:28][CH:29]=1)=[C:3]([CH3:24])[C:4]([C:14]1[CH:19]=[CH:18][CH:17]=[CH:16][C:15]=1[S:20]([CH3:23])(=[O:22])=[O:21])=[N:5]2, predict the reactants needed to synthesize it. The reactants are: Cl[C:2]1[C:11]2[C:6](=[CH:7][C:8]([F:13])=[CH:9][C:10]=2[F:12])[N:5]=[C:4]([C:14]2[CH:19]=[CH:18][CH:17]=[CH:16][C:15]=2[S:20]([CH3:23])(=[O:22])=[O:21])[C:3]=1[CH3:24].[CH3:25][O:26][C:27]1[N:32]=[CH:31][C:30]([C:33]2[CH:39]=[CH:38][C:37]([N:40]3[CH2:45][CH2:44][O:43][CH2:42][CH2:41]3)=[CH:36][C:34]=2[NH2:35])=[CH:29][CH:28]=1. (5) Given the product [CH3:35][CH:11]([CH3:10])[CH:7]([C:1]1[CH:2]=[CH:3][CH:4]=[CH:5][CH:6]=1)[C:12]([NH:29][C@@H:26]1[C@H:24]2[C@H:23]([CH2:22][N:21]([CH2:20][C:19]3[CH:30]=[CH:31][CH:32]=[C:17]([C:16]([F:33])([F:15])[F:34])[CH:18]=3)[CH2:25]2)[CH2:28][CH2:27]1)=[O:14], predict the reactants needed to synthesize it. The reactants are: [C:1]1([C:7]2([C:12]([OH:14])=O)[CH2:11][CH2:10]CC2)[CH:6]=[CH:5][CH:4]=[CH:3][CH:2]=1.[F:15][C:16]([F:34])([F:33])[C:17]1[CH:18]=[C:19]([CH:30]=[CH:31][CH:32]=1)[CH2:20][N:21]1[CH2:25][C@H:24]2[C@@H:26]([NH2:29])[CH2:27][CH2:28][C@H:23]2[CH2:22]1.[CH2:35](N1C[C@H]2C(N)CC[C@H]2C1)C1C=CC=CC=1. (6) Given the product [C:1]([C:3]1[CH:4]=[CH:5][C:6]([C:9]2[CH:14]=[CH:13][CH:12]=[C:11]([S:15]([C:18]3[CH:35]=[CH:34][C:21]4[CH2:22][CH2:23][NH:24][CH2:25][CH2:26][C:20]=4[CH:19]=3)(=[O:16])=[O:17])[CH:10]=2)=[CH:7][CH:8]=1)#[N:2], predict the reactants needed to synthesize it. The reactants are: [C:1]([C:3]1[CH:8]=[CH:7][C:6]([C:9]2[CH:14]=[CH:13][CH:12]=[C:11]([S:15]([C:18]3[CH:35]=[CH:34][C:21]4[CH2:22][CH2:23][N:24](C(OC(C)(C)C)=O)[CH2:25][CH2:26][C:20]=4[CH:19]=3)(=[O:17])=[O:16])[CH:10]=2)=[CH:5][CH:4]=1)#[N:2].Cl.O1CCOCC1.